The task is: Predict which catalyst facilitates the given reaction.. This data is from Catalyst prediction with 721,799 reactions and 888 catalyst types from USPTO. (1) Reactant: [C:1]12[N:23]=[C:15]([N:16]=[CH:17][C:18]=1[C:19]([O:21]C)=[O:20])[NH:14][CH2:13][CH2:12][CH2:11][CH2:10][CH2:9][O:8][CH2:7][CH2:6][O:5][CH2:4][CH2:3][NH:2]2.[OH-].[K+]. Product: [C:1]12[N:23]=[C:15]([N:16]=[CH:17][C:18]=1[C:19]([OH:21])=[O:20])[NH:14][CH2:13][CH2:12][CH2:11][CH2:10][CH2:9][O:8][CH2:7][CH2:6][O:5][CH2:4][CH2:3][NH:2]2. The catalyst class is: 5. (2) Reactant: Cl[C:2]1[CH:11]=[CH:10][C:9]2[C:4](=[CH:5][C:6]3[CH2:23][C:13]4([C:21]5[C:16](=[N:17][CH:18]=[CH:19][CH:20]=5)[NH:15][C:14]4=[O:22])[CH2:12][C:7]=3[CH:8]=2)[N:3]=1.[CH3:24][O:25][C:26]([C:28]1[CH:29]=[C:30](B(O)O)[CH:31]=[CH:32][CH:33]=1)=[O:27].C(=O)([O-])[O-].[K+].[K+].O. Product: [O:22]=[C:14]1[NH:15][C:16]2=[N:17][CH:18]=[CH:19][CH:20]=[C:21]2[C:13]21[CH2:12][C:7]1[CH:8]=[C:9]3[C:4](=[CH:5][C:6]=1[CH2:23]2)[N:3]=[C:2]([C:32]1[CH:33]=[C:28]([CH:29]=[CH:30][CH:31]=1)[C:26]([O:25][CH3:24])=[O:27])[CH:11]=[CH:10]3. The catalyst class is: 628.